From a dataset of Full USPTO retrosynthesis dataset with 1.9M reactions from patents (1976-2016). Predict the reactants needed to synthesize the given product. (1) Given the product [Br:2][C:3]1[CH:4]=[C:5]([C:9]([NH:11][CH:12]2[CH2:13][CH2:14][N:15]([C:19]3[S:20][C:21]([C:24]([NH2:26])=[O:25])=[CH:22][N:23]=3)[CH2:16][CH2:17]2)=[O:10])[NH:6][C:7]=1[CH3:8], predict the reactants needed to synthesize it. The reactants are: Cl.[Br:2][C:3]1[CH:4]=[C:5]([C:9]([NH:11][CH:12]2[CH2:17][CH2:16][NH:15][CH2:14][CH2:13]2)=[O:10])[NH:6][C:7]=1[CH3:8].Br[C:19]1[S:20][C:21]([C:24]([NH2:26])=[O:25])=[CH:22][N:23]=1. (2) Given the product [CH3:97][C@H:92]1[CH2:93][C:94]([CH3:96])=[CH:95][C@@H:69]([CH2:66][CH:67]=[CH2:68])[C:70](=[O:133])[CH2:71][C@H:72]([OH:132])[C@@H:73]([CH3:131])[C@@H:74](/[C:108](/[CH3:130])=[CH:109]/[C@H:110]2[CH2:111][C@@H:112]([O:128][CH3:129])[C@H:113]([OH:116])[CH2:114][CH2:115]2)[O:75][C:76](=[O:107])[C@H:77]2[N:82]([CH2:81][CH2:80][CH2:79][CH2:78]2)[C:83](=[O:106])[C:84](=[O:105])[C@:85]2([OH:104])[O:100][C@@H:89]([C@@H:88]([O:101][CH3:102])[CH2:87][C@H:86]2[CH3:103])[C@@H:90]([O:98][CH3:99])[CH2:91]1, predict the reactants needed to synthesize it. The reactants are: C(NC(C1C([N+]([O-])=O)=CC(OCCCC(O)=O)=C(OC)C=1)C)(OCC1C2C(=CC=CC=2)C2C1=CC=CC=2)=O.C(Cl)CCl.C1C=CC2N(O)N=NC=2C=1.C1C=C2C(C(O)(O)C(=O)C2=CC=1)=O.[CH2:66]([CH:69]1[CH:95]=[C:94]([CH3:96])[CH2:93][CH:92]([CH3:97])[CH2:91][CH:90]([O:98][CH3:99])[CH:89]2[O:100][C:85]([OH:104])([CH:86]([CH3:103])[CH2:87][CH:88]2[O:101][CH3:102])[C:84](=[O:105])[C:83](=[O:106])[N:82]2[CH:77]([CH2:78][CH2:79][CH2:80][CH2:81]2)[C:76](=[O:107])[O:75][CH:74]([C:108]([CH3:130])=[CH:109][CH:110]2[CH2:115][CH2:114][CH:113]([O:116]C(=O)CCCCCCC(O)=O)[CH:112]([O:128][CH3:129])[CH2:111]2)[CH:73]([CH3:131])[CH:72]([OH:132])[CH2:71][C:70]1=[O:133])[CH:67]=[CH2:68]. (3) Given the product [CH2:14]([O:13][CH:6]([O:10][CH2:11][CH3:12])[CH:1]=[CH:2][CH3:3])[CH3:15], predict the reactants needed to synthesize it. The reactants are: [CH:1](=O)/[CH:2]=[CH:3]/C.[CH:6]([O:13][CH2:14][CH3:15])([O:10][CH2:11][CH3:12])OCC.[N+]([O-])([O-])=O.[NH4+]. (4) Given the product [CH2:1]([C@@H:8]1[CH2:12][O:11][C:10](=[O:13])[N:9]1[C:14](=[O:36])[C@H:15]([CH2:19][C:20]1[C:25]([Cl:26])=[CH:24][C:23]([O:27][CH2:28][C:29]2[CH:34]=[CH:33][CH:32]=[CH:31][CH:30]=2)=[CH:22][C:21]=1[Cl:35])[CH2:16][CH:17]=[O:40])[C:2]1[CH:3]=[CH:4][CH:5]=[CH:6][CH:7]=1, predict the reactants needed to synthesize it. The reactants are: [CH2:1]([C@@H:8]1[CH2:12][O:11][C:10](=[O:13])[N:9]1[C:14](=[O:36])[C@H:15]([CH2:19][C:20]1[C:25]([Cl:26])=[CH:24][C:23]([O:27][CH2:28][C:29]2[CH:34]=[CH:33][CH:32]=[CH:31][CH:30]=2)=[CH:22][C:21]=1[Cl:35])[CH2:16][CH:17]=C)[C:2]1[CH:7]=[CH:6][CH:5]=[CH:4][CH:3]=1.C1C[O:40]CC1.C(O)(C)(C)C.I([O-])(=O)(=O)=O.[Na+]. (5) Given the product [O:18]=[C:10]1[N:9]([CH:6]2[CH2:5][CH2:4][N:3]([CH:19]3[CH2:24][CH2:23][N:22]([C:33]([O:35][CH:36]([CH3:38])[CH3:37])=[O:34])[CH2:21][CH2:20]3)[CH2:8][CH2:7]2)[C@H:13]2[CH2:14][CH2:15][CH2:16][CH2:17][C@@H:12]2[NH:11]1, predict the reactants needed to synthesize it. The reactants are: Cl.Cl.[N:3]1([CH:19]2[CH2:24][CH2:23][NH:22][CH2:21][CH2:20]2)[CH2:8][CH2:7][CH:6]([N:9]2[C@H:13]3[CH2:14][CH2:15][CH2:16][CH2:17][C@@H:12]3[NH:11][C:10]2=[O:18])[CH2:5][CH2:4]1.C(N(CC)CC)C.Cl[C:33]([O:35][CH:36]([CH3:38])[CH3:37])=[O:34].[OH-].[Na+].